Dataset: Forward reaction prediction with 1.9M reactions from USPTO patents (1976-2016). Task: Predict the product of the given reaction. (1) Given the reactants [CH2:1]([N:8]1[CH2:13][CH2:12][C:11]([CH2:19][C:20]#[N:21])([C:14]([O:16][CH2:17][CH3:18])=[O:15])[C:10](=[O:22])[CH2:9]1)[C:2]1[CH:7]=[CH:6][CH:5]=[CH:4][CH:3]=1, predict the reaction product. The product is: [NH2:21][CH2:20][CH2:19][C:11]1([C:14]([O:16][CH2:17][CH3:18])=[O:15])[CH2:12][CH2:13][N:8]([CH2:1][C:2]2[CH:7]=[CH:6][CH:5]=[CH:4][CH:3]=2)[CH2:9][CH:10]1[OH:22]. (2) Given the reactants C(O[K])(C)(C)C.[C:7]([OH:13])(=[O:12])[C:8]([CH3:11])([CH3:10])[CH3:9].[Br:14][C:15]([F:23])([F:22])[C:16]([F:21])([F:20])[CH2:17][CH2:18]Br.C1(C)C=CC=CC=1, predict the reaction product. The product is: [C:7]([O:13][CH2:18][CH2:17][C:16]([F:21])([F:20])[C:15]([Br:14])([F:23])[F:22])(=[O:12])[C:8]([CH3:11])([CH3:10])[CH3:9]. (3) Given the reactants [CH3:1][N:2]1[CH:7]=[C:6]([C:8](=O)[CH2:9][C@H:10]([C:18]2[CH:23]=[CH:22][C:21]([S:24]([CH3:27])(=[O:26])=[O:25])=[CH:20][CH:19]=2)[C:11]2[CH:16]=[CH:15][CH:14]=[CH:13][C:12]=2[CH3:17])[CH:5]=[CH:4][C:3]1=[O:29].Cl.[NH2:31][OH:32].C(=O)([O-])O.[Na+], predict the reaction product. The product is: [OH:32]/[N:31]=[C:8](/[C:6]1[CH:5]=[CH:4][C:3](=[O:29])[N:2]([CH3:1])[CH:7]=1)\[CH2:9][C@@H:10]([C:18]1[CH:19]=[CH:20][C:21]([S:24]([CH3:27])(=[O:26])=[O:25])=[CH:22][CH:23]=1)[C:11]1[CH:16]=[CH:15][CH:14]=[CH:13][C:12]=1[CH3:17]. (4) Given the reactants [NH2:1][C:2]1[N:7]=[C:6]2[N:8]([CH3:25])[N:9]=[C:10]([C:11]3[C:12]([O:23][CH3:24])=[CH:13][C:14]([O:21][CH3:22])=[C:15]([S:17](O)(=[O:19])=[O:18])[CH:16]=3)[C:5]2=[CH:4][N:3]=1.S(Cl)([Cl:28])=O, predict the reaction product. The product is: [NH2:1][C:2]1[N:7]=[C:6]2[N:8]([CH3:25])[N:9]=[C:10]([C:11]3[C:12]([O:23][CH3:24])=[CH:13][C:14]([O:21][CH3:22])=[C:15]([S:17]([Cl:28])(=[O:19])=[O:18])[CH:16]=3)[C:5]2=[CH:4][N:3]=1.